From a dataset of Reaction yield outcomes from USPTO patents with 853,638 reactions. Predict the reaction yield, written as a fraction of the theoretical maximum amount of product (1.0 means a 100% yield; for example, 0.34 means a 34% yield). (1) No catalyst specified. The product is [F:10][C:11]1[CH:12]=[C:13]([N:26]2[CH2:30][C@H:29]([CH2:31][N:32]3[CH:36]=[CH:35][N:34]=[N:33]3)[O:28][C:27]2=[O:37])[CH:14]=[CH:15][C:16]=1[C:2]1[CH:7]=[N:6][C:5]([CH2:8][OH:9])=[CH:4][CH:3]=1. The yield is 0.490. The reactants are Br[C:2]1[CH:3]=[CH:4][C:5]([CH2:8][OH:9])=[N:6][CH:7]=1.[F:10][C:11]1[CH:12]=[C:13]([N:26]2[CH2:30][C@H:29]([CH2:31][N:32]3[CH:36]=[CH:35][N:34]=[N:33]3)[O:28][C:27]2=[O:37])[CH:14]=[CH:15][C:16]=1B1OC(C)(C)C(C)(C)O1.C(=O)([O-])[O-].[Na+].[Na+]. (2) The product is [Cl:7][C:8]1[CH:9]=[C:10]([CH:11]=[CH:12][CH:13]=1)[NH:14][CH2:15][C:17]1[S:21][CH:20]=[N:19][C:18]=1[CH3:22]. The reactants are [H-].[Al+3].[Li+].[H-].[H-].[H-].[Cl:7][C:8]1[CH:9]=[C:10]([NH:14][C:15]([C:17]2[S:21][CH:20]=[N:19][C:18]=2[CH3:22])=O)[CH:11]=[CH:12][CH:13]=1.O.O.O.O.O.O.O.O.O.O.S([O-])([O-])(=O)=O.[Na+].[Na+]. The yield is 0.700. The catalyst is C1COCC1.C(Cl)Cl. (3) The reactants are CC(C)([O-])C.[K+].[Br:7][C:8]1[CH:13]=[CH:12][C:11]([N+:14]([O-:16])=[O:15])=[CH:10][CH:9]=1.C[N:18](C=O)C. The catalyst is COCCOC.[Cu]Cl. The yield is 0.840. The product is [Br:7][C:8]1[CH:13]=[CH:12][C:11]([N+:14]([O-:16])=[O:15])=[C:10]([NH2:18])[CH:9]=1. (4) The reactants are [CH3:1][C:2]1[C:6]([C:7]([OH:9])=O)=[CH:5][O:4][N:3]=1.C(Cl)(=O)C(Cl)=O.[Cl:16][C:17]1[CH:22]=[CH:21][C:20]([C:23]23[NH:41][CH2:40][CH2:39][N:24]2[C:25](=[O:38])[C:26]2[N:27]([N:29]=[C:30]([C:32]4[CH:37]=[CH:36][CH:35]=[CH:34][N:33]=4)[CH:31]=2)[CH2:28]3)=[CH:19][CH:18]=1. The catalyst is C(Cl)Cl.CN(C=O)C.N1C=CC=CC=1.O. The product is [Cl:16][C:17]1[CH:18]=[CH:19][C:20]([C:23]23[N:41]([C:7]([C:6]4[C:2]([CH3:1])=[N:3][O:4][CH:5]=4)=[O:9])[CH2:40][CH2:39][N:24]2[C:25](=[O:38])[C:26]2[N:27]([N:29]=[C:30]([C:32]4[CH:37]=[CH:36][CH:35]=[CH:34][N:33]=4)[CH:31]=2)[CH2:28]3)=[CH:21][CH:22]=1. The yield is 0.490. (5) The reactants are [F:1][C:2]1[CH:3]=[C:4]([N:15]2[CH2:19][C@H:18]([CH2:20][NH:21][C:22](=[O:24])[CH3:23])[O:17][C:16]2=[O:25])[CH:5]=[CH:6][C:7]=1[N:8]1[CH2:13][CH2:12][C:11](=O)[CH2:10][CH2:9]1.[C-:26]#[N:27].[Na+].[CH3:29][O:30][C:31]([C:33]1[CH:39]=[CH:38][C:36]([NH2:37])=[CH:35][CH:34]=1)=[O:32]. No catalyst specified. The product is [CH3:29][O:30][C:31]([C:33]1[CH:39]=[CH:38][C:36]([NH:37][C:11]2([C:26]#[N:27])[CH2:10][CH2:9][N:8]([C:7]3[CH:6]=[CH:5][C:4]([N:15]4[CH2:19][C@H:18]([CH2:20][NH:21][C:22](=[O:24])[CH3:23])[O:17][C:16]4=[O:25])=[CH:3][C:2]=3[F:1])[CH2:13][CH2:12]2)=[CH:35][CH:34]=1)=[O:32]. The yield is 0.440. (6) The reactants are [O:1]1[C:10]2[C:5](=[CH:6][CH:7]=[CH:8][CH:9]=2)[C:4](=[O:11])[CH2:3][CH2:2]1.[N-:12]=[N+]=[N-].[Na+].S(=O)(=O)(O)O.[OH-].[NH4+]. The catalyst is C(O)(=O)C. The product is [O:1]1[C:10]2[CH:9]=[CH:8][CH:7]=[CH:6][C:5]=2[C:4](=[O:11])[NH:12][CH2:3][CH2:2]1. The yield is 0.540.